This data is from Full USPTO retrosynthesis dataset with 1.9M reactions from patents (1976-2016). The task is: Predict the reactants needed to synthesize the given product. (1) Given the product [F:14][C:12]([F:13])([F:15])[CH:11]([C:8]1[S:7][C:6]([CH:2]=[O:1])=[N:10][CH:9]=1)[OH:16], predict the reactants needed to synthesize it. The reactants are: [O:1]1CCO[CH:2]1[C:6]1[S:7][C:8]([CH:11]([OH:16])[C:12]([F:15])([F:14])[F:13])=[CH:9][N:10]=1.Cl.O1CCCC1. (2) Given the product [Cl:1][C:2]1[CH:3]=[C:4]2[C:12](=[C:13]([NH:15][C:16]([C@@H:18]3[CH2:22][CH2:21][CH2:20][C@@H:19]3[NH2:23])=[O:17])[CH:14]=1)[NH:11][C:10]1[CH:9]=[N:8][CH:7]=[CH:6][C:5]2=1, predict the reactants needed to synthesize it. The reactants are: [Cl:1][C:2]1[CH:3]=[C:4]2[C:12](=[C:13]([NH:15][C:16]([CH:18]3[CH2:22][CH2:21][CH2:20][CH:19]3[NH:23]C(OC(C)(C)C)=O)=[O:17])[CH:14]=1)[NH:11][C:10]1[CH:9]=[N:8][CH:7]=[CH:6][C:5]2=1. (3) Given the product [C:3]([C:5]1[CH:6]=[CH:7][C:8]([C:11]2[C:12]([CH3:55])([CH3:54])[C@H:13]3[C@:26]([CH3:29])([CH2:27][CH:28]=2)[C@@H:25]2[C@:16]([CH3:53])([C@@:17]4([CH3:52])[C@H:22]([CH2:23][CH2:24]2)[C@H:21]2[C@H:30]([C:33]([CH3:35])=[CH2:34])[CH2:31][CH2:32][C@:20]2([C:36]([NH:38][CH2:39][CH2:40][C:41]([N:43]2[CH2:47][CH2:46][CH2:45][CH:44]2[C:48]([OH:50])=[O:49])=[O:42])=[O:37])[CH2:19][CH2:18]4)[CH2:15][CH2:14]3)=[CH:9][CH:10]=1)([OH:4])=[O:2], predict the reactants needed to synthesize it. The reactants are: C[O:2][C:3]([C:5]1[CH:10]=[CH:9][C:8]([C:11]2[C:12]([CH3:55])([CH3:54])[C@H:13]3[C@:26]([CH3:29])([CH2:27][CH:28]=2)[C@@H:25]2[C@:16]([CH3:53])([C@@:17]4([CH3:52])[C@H:22]([CH2:23][CH2:24]2)[C@H:21]2[C@H:30]([C:33]([CH3:35])=[CH2:34])[CH2:31][CH2:32][C@:20]2([C:36]([NH:38][CH2:39][CH2:40][C:41]([N:43]2[CH2:47][CH2:46][CH2:45][CH:44]2[C:48]([O:50]C)=[O:49])=[O:42])=[O:37])[CH2:19][CH2:18]4)[CH2:15][CH2:14]3)=[CH:7][CH:6]=1)=[O:4].[OH-].[Na+]. (4) Given the product [C:41]([C:36]1[CH:37]=[C:38]2[C:33](=[C:34]([F:45])[CH:35]=1)[C:32](=[O:46])[N:31]([C:7]1[C:6]([CH2:5][OH:4])=[C:11]([C:12]3[CH:17]=[C:16]([NH:18][C:19]4[CH:28]=[C:22]5[CH:23]([CH3:27])[O:24][CH2:25][CH2:26][N:21]5[N:20]=4)[C:15](=[O:29])[N:14]([CH3:30])[CH:13]=3)[CH:10]=[CH:9][N:8]=1)[N:40]=[CH:39]2)([CH3:42])([CH3:43])[CH3:44], predict the reactants needed to synthesize it. The reactants are: C([O:4][CH2:5][C:6]1[C:7]([N:31]2[N:40]=[CH:39][C:38]3[C:33](=[C:34]([F:45])[CH:35]=[C:36]([C:41]([CH3:44])([CH3:43])[CH3:42])[CH:37]=3)[C:32]2=[O:46])=[N:8][CH:9]=[CH:10][C:11]=1[C:12]1[CH:17]=[C:16]([NH:18][C:19]2[CH:28]=[C:22]3[CH:23]([CH3:27])[O:24][CH2:25][CH2:26][N:21]3[N:20]=2)[C:15](=[O:29])[N:14]([CH3:30])[CH:13]=1)(=O)C.[OH-].[Li+].C(O)(C)C.C1COCC1. (5) The reactants are: S([NH:11]/[N:12]=[CH:13]/[C:14]([OH:16])=[O:15])(C1C=CC(C)=CC=1)(=O)=O.O[N:18]1[C:22](=[O:23])[CH2:21][CH2:20][C:19]1=[O:24].C1(N=C=NC2CCCCC2)CCCCC1. Given the product [O:24]=[C:19]1[CH2:20][CH2:21][C:22](=[O:23])[N:18]1[O:16][C:14](=[O:15])[CH:13]=[N+:12]=[N-:11], predict the reactants needed to synthesize it. (6) Given the product [CH3:1][O:2][C:3]1[CH:11]=[CH:10][C:6]([C:7]([N:35]2[CH2:36][C:37]3[C:42](=[CH:41][CH:40]=[CH:39][CH:38]=3)[CH2:34]2)=[O:9])=[CH:5][C:4]=1[C:12]#[C:13][C:14]1[CH:19]=[CH:18][CH:17]=[CH:16][N:15]=1, predict the reactants needed to synthesize it. The reactants are: [CH3:1][O:2][C:3]1[CH:11]=[CH:10][C:6]([C:7]([OH:9])=O)=[CH:5][C:4]=1[C:12]#[C:13][C:14]1[CH:19]=[CH:18][CH:17]=[CH:16][N:15]=1.C1C=CC2N(O)N=NC=2C=1.C(Cl)CCl.[CH2:34]1[C:42]2[C:37](=[CH:38][CH:39]=[CH:40][CH:41]=2)[CH2:36][NH:35]1. (7) Given the product [N+:10]([C:4]1[C:3]([NH:6][C:7](=[O:9])[CH3:8])=[N:2][NH:1][CH:5]=1)([O-:12])=[O:11], predict the reactants needed to synthesize it. The reactants are: [NH:1]1[CH:5]=[CH:4][C:3]([NH:6][C:7](=[O:9])[CH3:8])=[N:2]1.[N+:10]([O-])([OH:12])=[O:11].